Dataset: Catalyst prediction with 721,799 reactions and 888 catalyst types from USPTO. Task: Predict which catalyst facilitates the given reaction. (1) Reactant: C[O:2][C:3](=[O:47])[CH2:4][CH:5]1[CH2:10][CH2:9][N:8]([C:11]([N:13]2[C@@:17]([C:19]3[CH:24]=[CH:23][C:22]([Cl:25])=[CH:21][CH:20]=3)([CH3:18])[C@@:16]([C:27]3[CH:32]=[CH:31][C:30]([Cl:33])=[CH:29][CH:28]=3)([CH3:26])[N:15]=[C:14]2[C:34]2[CH:35]=[N:36][C:37]([C:43]([CH3:46])([CH3:45])[CH3:44])=[CH:38][C:39]=2[O:40][CH2:41][CH3:42])=[O:12])[CH2:7][CH2:6]1.[OH-].[Li+]. Product: [C:43]([C:37]1[N:36]=[CH:35][C:34]([C:14]2[N:13]([C:11]([N:8]3[CH2:7][CH2:6][CH:5]([CH2:4][C:3]([OH:47])=[O:2])[CH2:10][CH2:9]3)=[O:12])[C@@:17]([C:19]3[CH:24]=[CH:23][C:22]([Cl:25])=[CH:21][CH:20]=3)([CH3:18])[C@@:16]([C:27]3[CH:32]=[CH:31][C:30]([Cl:33])=[CH:29][CH:28]=3)([CH3:26])[N:15]=2)=[C:39]([O:40][CH2:41][CH3:42])[CH:38]=1)([CH3:44])([CH3:45])[CH3:46]. The catalyst class is: 364. (2) Reactant: [F:1][C:2]([C:5]1[S:9][C:8]([C:10]([O:12]CC)=[O:11])=[CH:7][CH:6]=1)([F:4])[CH3:3].[OH-].[Na+]. Product: [F:1][C:2]([C:5]1[S:9][C:8]([C:10]([OH:12])=[O:11])=[CH:7][CH:6]=1)([F:4])[CH3:3]. The catalyst class is: 5.